From a dataset of Full USPTO retrosynthesis dataset with 1.9M reactions from patents (1976-2016). Predict the reactants needed to synthesize the given product. (1) The reactants are: Br[C:2]1[CH:3]=[C:4]2[C:9](=[CH:10][CH:11]=1)[C:8](=[O:12])[NH:7][N:6]=[C:5]2[Cl:13].[N:14]1([C:19]2[CH:26]=[CH:25][CH:24]=[CH:23][C:20]=2[CH2:21][NH2:22])[CH:18]=[CH:17][CH:16]=[CH:15]1.C1C=CC(P(C2C(C3C(P(C4C=CC=CC=4)C4C=CC=CC=4)=CC=C4C=3C=CC=C4)=C3C(C=CC=C3)=CC=2)C2C=CC=CC=2)=CC=1.CC([O-])(C)C.[Na+]. Given the product [Cl:13][C:5]1[C:4]2[C:9](=[CH:10][CH:11]=[C:2]([NH:22][CH2:21][C:20]3[CH:23]=[CH:24][CH:25]=[CH:26][C:19]=3[N:14]3[CH:18]=[CH:17][CH:16]=[CH:15]3)[CH:3]=2)[C:8](=[O:12])[NH:7][N:6]=1, predict the reactants needed to synthesize it. (2) Given the product [CH3:25][N:26]1[CH2:27][CH2:28][N:29]([C:32]2[CH:38]=[CH:37][C:35]([NH:36][C:2]3[C:11]4=[N:12][NH:13][C:14]([CH3:15])=[C:10]4[C:9]4[CH:8]=[CH:7][CH:6]=[CH:5][C:4]=4[N:3]=3)=[CH:34][CH:33]=2)[CH2:30][CH2:31]1, predict the reactants needed to synthesize it. The reactants are: Cl[C:2]1[C:11]2=[N:12][N:13](CC3C=CC(OC)=CC=3)[C:14]([CH3:15])=[C:10]2[C:9]2[CH:8]=[CH:7][CH:6]=[CH:5][C:4]=2[N:3]=1.[CH3:25][N:26]1[CH2:31][CH2:30][N:29]([C:32]2[CH:38]=[CH:37][C:35]([NH2:36])=[CH:34][CH:33]=2)[CH2:28][CH2:27]1.Cl. (3) Given the product [Br:1][C:2]1[CH:3]=[C:4]([NH:10][C:57](=[O:66])[C@@H:56]([NH:55][C:40](=[O:41])[O:39][C:35]([CH3:36])([CH3:37])[CH3:38])[CH2:58][C:20]2[CH:21]=[CH:22][CH:23]=[CH:24][CH:25]=2)[C:5]([O:8][CH3:9])=[N:6][CH:7]=1, predict the reactants needed to synthesize it. The reactants are: [Br:1][C:2]1[CH:3]=[C:4]([NH2:10])[C:5]([O:8][CH3:9])=[N:6][CH:7]=1.CN(C(ON1N=N[C:21]2[CH:22]=[CH:23][CH:24]=[CH:25][C:20]1=2)=[N+](C)C)C.F[P-](F)(F)(F)(F)F.[C:35]([O:39][C:40]([C@@H](CC1C=CC=CC=1)C(O)=O)=[O:41])([CH3:38])([CH3:37])[CH3:36].CC[N:55](C(C)C)[CH:56]([CH3:58])[CH3:57].CN(C=[O:66])C. (4) Given the product [CH3:1][C:2]1[CH:7]=[CH:6][C:5]([NH:8][C:9]([NH:11][CH2:12][C:13]2[CH:18]=[CH:17][CH:16]=[CH:15][CH:14]=2)=[O:10])=[CH:4][C:3]=1[N:19]1[C:23](=[O:24])[CH2:22][CH:21]([C:25]([NH:27][CH:28]([C:35]2[CH:36]=[N:37][CH:38]=[CH:39][CH:40]=2)[CH2:29][C:30]([OH:32])=[O:31])=[O:26])[CH2:20]1, predict the reactants needed to synthesize it. The reactants are: [CH3:1][C:2]1[CH:7]=[CH:6][C:5]([NH:8][C:9]([NH:11][CH2:12][C:13]2[CH:18]=[CH:17][CH:16]=[CH:15][CH:14]=2)=[O:10])=[CH:4][C:3]=1[N:19]1[C:23](=[O:24])[CH2:22][CH:21]([C:25]([NH:27][CH:28]([C:35]2[CH:36]=[N:37][CH:38]=[CH:39][CH:40]=2)[CH2:29][C:30]([O:32]CC)=[O:31])=[O:26])[CH2:20]1.[OH-].[Na+].[OH-].[Na+].O.C1COCC1.CO. (5) Given the product [Cl:1][C:2]1[CH:32]=[CH:31][CH:30]=[C:29]([F:33])[C:3]=1[CH2:4][C@H:5]([C:6](=[O:7])[N:8]1[C@@H:12]([C:13]2[CH:14]=[CH:15][CH:16]=[CH:17][CH:18]=2)[C@@H:11]([C:19]2[CH:24]=[CH:23][CH:22]=[CH:21][CH:20]=2)[O:10][C:9]1=[O:25])[CH2:26][CH:27]=[O:34], predict the reactants needed to synthesize it. The reactants are: [Cl:1][C:2]1[CH:32]=[CH:31][CH:30]=[C:29]([F:33])[C:3]=1[CH2:4][C@@H:5]([CH2:26][CH:27]=C)[C:6]([N:8]1[C@@H:12]([C:13]2[CH:18]=[CH:17][CH:16]=[CH:15][CH:14]=2)[C@@H:11]([C:19]2[CH:24]=[CH:23][CH:22]=[CH:21][CH:20]=2)[O:10][C:9]1=[O:25])=[O:7].[O:34]=[O+][O-].N#N.S(C)C. (6) Given the product [NH2:22][C@H:12]1[CH2:13][CH2:14][CH:15]([CH:16]2[CH2:17][CH2:18][CH2:19][CH2:20][CH2:21]2)[N:10]([C:9]2[CH:8]=[C:7]([C:26]#[C:27][C:28]([CH3:30])([CH3:31])[CH3:29])[S:6][C:5]=2[C:3]([OH:4])=[O:2])[C:11]1=[O:25], predict the reactants needed to synthesize it. The reactants are: C[O:2][C:3]([C:5]1[S:6][C:7]([C:26]#[C:27][C:28]([CH3:31])([CH3:30])[CH3:29])=[CH:8][C:9]=1[N:10]1[CH:15]([CH:16]2[CH2:21][CH2:20][CH2:19][CH2:18][CH2:17]2)[CH2:14][CH2:13][C@H:12]([N:22]=[N+]=[N-])[C:11]1=[O:25])=[O:4].Cl[Sn]Cl.O[Li].O. (7) Given the product [Cl:1][C:2]1[N:7]2[N:8]=[CH:9][CH:10]=[C:6]2[N:5]=[C:4]([CH:11]2[CH2:12][CH2:13][N:34]([C:37]([O:39][C:40]([CH3:43])([CH3:42])[CH3:41])=[O:38])[CH2:19][CH2:20]2)[CH:3]=1, predict the reactants needed to synthesize it. The reactants are: [Cl:1][C:2]1[N:7]2[N:8]=[CH:9][CH:10]=[C:6]2[N:5]=[C:4]([CH:11]2[CH2:20][CH2:19]C3(OCCO3)[CH2:13][CH2:12]2)[CH:3]=1.OC1N2N=CC=C2N=C(C2CC[N:34]([C:37]([O:39][C:40]([CH3:43])([CH3:42])[CH3:41])=[O:38])CC2)C=1.O1C2(CCC(C3C=C(O)N4N=CC=C4N=3)CC2)OCC1. (8) Given the product [CH:1]1[N:5]=[CH:4][N:3]([CH2:6][C:7]([P:9]([OH:12])([OH:11])=[O:10])([P:13]([OH:15])([OH:16])=[O:14])[OH:8])[CH:2]=1.[OH2:22], predict the reactants needed to synthesize it. The reactants are: [CH:1]1[N:5]=[CH:4][N:3]([CH2:6][C:7]([P:13]([OH:16])([OH:15])=[O:14])([P:9]([OH:12])([OH:11])=[O:10])[OH:8])[CH:2]=1.[Cl-].[Na+].C([O-])(=O)CC(CC([O-])=O)(C([O-])=O)[OH:22].[Na+].[Na+].[Na+].